From a dataset of Catalyst prediction with 721,799 reactions and 888 catalyst types from USPTO. Predict which catalyst facilitates the given reaction. Product: [OH:1][C@@H:2]1[CH2:27][CH2:26][C@@:25]2([CH3:28])[C@H:4]([C@@H:5]([CH3:31])[C@@H:6]([OH:30])[C@@H:7]3[C@@H:24]2[CH2:23][CH2:22][C@@:21]2([CH3:29])[C@H:8]3[CH2:9][CH2:10][C@@H:11]2[C@H:12]([CH3:20])[CH2:13][CH2:14][C:15]([OH:17])=[O:16])[CH2:3]1. The catalyst class is: 14. Reactant: [OH:1][C@@H:2]1[CH2:27][CH2:26][C@@:25]2([CH3:28])[C@H:4]([C@@H:5]([CH2:31]C)[C@@H:6]([OH:30])[C@@H:7]3[C@@H:24]2[CH2:23][CH2:22][C@@:21]2([CH3:29])[C@H:8]3[CH2:9][CH2:10][C@@H:11]2[C@H:12]([CH3:20])[CH2:13][CH2:14][C:15]([O:17]CC)=[O:16])[CH2:3]1.[OH-].[Na+].Cl.